From a dataset of Reaction yield outcomes from USPTO patents with 853,638 reactions. Predict the reaction yield, written as a fraction of the theoretical maximum amount of product (1.0 means a 100% yield; for example, 0.34 means a 34% yield). (1) The reactants are [CH3:1][C@@H:2]1[CH2:7][CH2:6][C@H:5]([O:8][C:9]2[CH:10]=[C:11]3[C:16](=[CH:17][CH:18]=2)[CH:15]=[C:14]([C:19]([O:21][CH3:22])=[O:20])[CH:13]=[CH:12]3)[CH2:4][CH2:3]1.[I:23]N1C(=O)CCC1=O. The catalyst is C(Cl)Cl.[Cl-].[Zr+4].[Cl-].[Cl-].[Cl-]. The product is [I:23][C:10]1[C:9]([O:8][C@H:5]2[CH2:4][CH2:3][C@@H:2]([CH3:1])[CH2:7][CH2:6]2)=[CH:18][CH:17]=[C:16]2[C:11]=1[CH:12]=[CH:13][C:14]([C:19]([O:21][CH3:22])=[O:20])=[CH:15]2. The yield is 0.840. (2) The yield is 0.900. The product is [ClH:1].[CH3:16][N:17]1[C:22]([CH3:23])=[CH:21][C:20](=[O:24])[C:19]([OH:25])=[C:18]1[CH:33]([O:35][CH3:36])[CH3:34]. The reactants are [ClH:1].CN1C(C)=CC(=O)C(O)=C1COC.Cl.[CH3:16][N:17]1[C:22]([CH3:23])=[CH:21][C:20](=[O:24])[C:19]([O:25]CC2C=CC=CC=2)=[C:18]1[CH:33]([O:35][CH3:36])[CH3:34]. The catalyst is [Pd].